From a dataset of Experimentally validated miRNA-target interactions with 360,000+ pairs, plus equal number of negative samples. Binary Classification. Given a miRNA mature sequence and a target amino acid sequence, predict their likelihood of interaction. (1) The protein sequence of the target gene is MEEPEMQLKGKKVTDKFTESVYVLANEPSVALYRLQEHVRRSLPELAQHKADMQRWEEQSQGAIYTVEYACSAVKSLVDSSVYFRSVEGLLKQAISIRDHMNTSAQGHSQEKLSPPPSLA. Result: 0 (no interaction). The miRNA is hsa-miR-3680-5p with sequence GACUCACUCACAGGAUUGUGCA. (2) The miRNA is hsa-miR-4658 with sequence GUGAGUGUGGAUCCUGGAGGAAU. The protein sequence of the target gene is MDFKAIAQQTAQEVLGYNRDTSGWKVVKTSKKITVSSKASRKFHGNLYRVEGIIPESPAKLSDFLYQTGDRITWDKSLQVYNMVHRIDSDTFICHTITQSFAVGSISPRDFIDLVYIKRYEGNMNIISSKSVDFPEYPPSSNYIRGYNHPCGFVCSPMEENPAYSKLVMFVQTEMRGKLSPSIIEKTMPSNLVNFILNAKDGIKAHRTPSRRGFHHNSHS. Result: 0 (no interaction). (3) The miRNA is hsa-miR-30c-5p with sequence UGUAAACAUCCUACACUCUCAGC. The protein sequence of the target gene is MSGFSPELIDYLEGKISFEEFERRREERKTREKKSLQEKGKLSAEENPDDSEVPSSSGINSTKSQDKDVNEGETSDGVRKSVHKVFASMLGENEDDEEEEEEEEEEEEEEETPEQPTAGDVFVLEMVLNRETKKMMKEKRPRSKLPRALRGLMGEANIRFARGEREEAILMCMEIIRQAPLAYEPFSTLAMIYEDQGDMEKSLQFELIAAHLNPSDTEEWVRLAEMSLEQDNIKQAIFCYTKALKYEPTNVRYLWERSSLYEQMGDHKMAMDGYRRILNLLSPSDGERFMQLARDMAKSY.... Result: 1 (interaction).